This data is from Full USPTO retrosynthesis dataset with 1.9M reactions from patents (1976-2016). The task is: Predict the reactants needed to synthesize the given product. (1) Given the product [CH3:15][C:9]1[C:10]([CH3:14])=[CH:11][CH:12]=[CH:13][C:8]=1[C:6]1[N:5]=[C:4]([NH2:16])[N:3]=[C:2]([NH:29][CH2:28][C:25]2[CH:24]=[CH:23][C:22]([S:19]([CH3:18])(=[O:21])=[O:20])=[CH:27][CH:26]=2)[CH:7]=1, predict the reactants needed to synthesize it. The reactants are: Cl[C:2]1[CH:7]=[C:6]([C:8]2[CH:13]=[CH:12][CH:11]=[C:10]([CH3:14])[C:9]=2[CH3:15])[N:5]=[C:4]([NH2:16])[N:3]=1.Cl.[CH3:18][S:19]([C:22]1[CH:27]=[CH:26][C:25]([CH2:28][NH2:29])=[CH:24][CH:23]=1)(=[O:21])=[O:20].CCN(C(C)C)C(C)C. (2) Given the product [CH2:1]([O:8][C:9]1[CH:14]=[C:13]([CH3:15])[N:12]=[C:11]([C:16]2[CH:21]=[CH:20][CH:19]=[C:18]([C:25]#[C:24][CH2:23][O:26][N:27]=[C:28]([C:30]3[CH:35]=[CH:34][CH:33]=[C:32]([CH3:36])[N:31]=3)[CH3:29])[N:17]=2)[CH:10]=1)[C:2]1[CH:7]=[CH:6][CH:5]=[CH:4][CH:3]=1, predict the reactants needed to synthesize it. The reactants are: [CH2:1]([O:8][C:9]1[CH:14]=[C:13]([CH3:15])[N:12]=[C:11]([C:16]2[CH:21]=[CH:20][CH:19]=[C:18](Br)[N:17]=2)[CH:10]=1)[C:2]1[CH:7]=[CH:6][CH:5]=[CH:4][CH:3]=1.[CH2:23]([O:26]/[N:27]=[C:28](/[C:30]1[CH:35]=[CH:34][CH:33]=[C:32]([CH3:36])[N:31]=1)\[CH3:29])[C:24]#[CH:25].C(NC(C)C)(C)C.O. (3) Given the product [S:14]1[C:18]([CH2:19][N:11]2[CH2:10][CH2:9][N:8]([C:1]([O:3][C:4]([CH3:7])([CH3:6])[CH3:5])=[O:2])[CH2:13][CH2:12]2)=[CH:17][N:16]=[CH:15]1, predict the reactants needed to synthesize it. The reactants are: [C:1]([N:8]1[CH2:13][CH2:12][NH:11][CH2:10][CH2:9]1)([O:3][C:4]([CH3:7])([CH3:6])[CH3:5])=[O:2].[S:14]1[C:18]([CH:19]=O)=[CH:17][N:16]=[CH:15]1.C(O[BH-](OC(=O)C)OC(=O)C)(=O)C.[Na+]. (4) Given the product [Cl:1][C:2]1[CH:3]=[C:4]([CH2:9][CH2:10][S:11]([NH:14][C:15]2[CH:23]=[CH:22][C:21]3[CH2:20][CH2:19][CH2:18][C:17]=3[C:16]=2[S:24]([NH2:27])(=[O:26])=[O:25])(=[O:13])=[O:12])[CH:5]=[CH:6][C:7]=1[Cl:8], predict the reactants needed to synthesize it. The reactants are: [Cl:1][C:2]1[CH:3]=[C:4](/[CH:9]=[CH:10]/[S:11]([NH:14][C:15]2[CH:23]=[CH:22][C:21]3[CH2:20][CH2:19][CH2:18][C:17]=3[C:16]=2[S:24]([NH2:27])(=[O:26])=[O:25])(=[O:13])=[O:12])[CH:5]=[CH:6][C:7]=1[Cl:8].ClC1C=C(/C=C/S(NC2C=C3C(CCC3)=CC=2S(N)(=O)=O)(=O)=O)C=CC=1Cl.